From a dataset of NCI-60 drug combinations with 297,098 pairs across 59 cell lines. Regression. Given two drug SMILES strings and cell line genomic features, predict the synergy score measuring deviation from expected non-interaction effect. (1) Drug 1: C1CCC(C1)C(CC#N)N2C=C(C=N2)C3=C4C=CNC4=NC=N3. Drug 2: CCCCCOC(=O)NC1=NC(=O)N(C=C1F)C2C(C(C(O2)C)O)O. Cell line: NCIH23. Synergy scores: CSS=10.2, Synergy_ZIP=-2.92, Synergy_Bliss=2.00, Synergy_Loewe=-2.26, Synergy_HSA=1.21. (2) Drug 1: CC(C)(C#N)C1=CC(=CC(=C1)CN2C=NC=N2)C(C)(C)C#N. Drug 2: CN(CC1=CN=C2C(=N1)C(=NC(=N2)N)N)C3=CC=C(C=C3)C(=O)NC(CCC(=O)O)C(=O)O. Cell line: OVCAR-5. Synergy scores: CSS=46.3, Synergy_ZIP=0.400, Synergy_Bliss=2.02, Synergy_Loewe=-20.4, Synergy_HSA=0.920. (3) Drug 1: CC1=C(C=C(C=C1)NC2=NC=CC(=N2)N(C)C3=CC4=NN(C(=C4C=C3)C)C)S(=O)(=O)N.Cl. Drug 2: C1CCC(C(C1)N)N.C(=O)(C(=O)[O-])[O-].[Pt+4]. Cell line: HOP-92. Synergy scores: CSS=12.7, Synergy_ZIP=-5.53, Synergy_Bliss=-1.89, Synergy_Loewe=-21.1, Synergy_HSA=-0.372. (4) Cell line: MCF7. Drug 2: C1=NC(=NC(=O)N1C2C(C(C(O2)CO)O)O)N. Drug 1: CCCS(=O)(=O)NC1=C(C(=C(C=C1)F)C(=O)C2=CNC3=C2C=C(C=N3)C4=CC=C(C=C4)Cl)F. Synergy scores: CSS=3.60, Synergy_ZIP=0.396, Synergy_Bliss=3.40, Synergy_Loewe=-1.10, Synergy_HSA=1.99. (5) Drug 1: CC12CCC3C(C1CCC2=O)CC(=C)C4=CC(=O)C=CC34C. Drug 2: C1=CC=C(C=C1)NC(=O)CCCCCCC(=O)NO. Cell line: HL-60(TB). Synergy scores: CSS=77.4, Synergy_ZIP=2.60, Synergy_Bliss=3.58, Synergy_Loewe=-12.5, Synergy_HSA=2.95.